From a dataset of Full USPTO retrosynthesis dataset with 1.9M reactions from patents (1976-2016). Predict the reactants needed to synthesize the given product. (1) The reactants are: C(N(CC)CC)C.[CH:8]([Si:11]([CH:16]([CH3:18])[CH3:17])([CH:13]([CH3:15])[CH3:14])Cl)([CH3:10])[CH3:9].[CH2:19]([OH:24])[CH2:20][C@@H:21]([OH:23])[CH3:22]. Given the product [CH:8]([Si:11]([CH:16]([CH3:18])[CH3:17])([CH:13]([CH3:15])[CH3:14])[O:24][CH2:19][CH2:20][C@@H:21]([OH:23])[CH3:22])([CH3:10])[CH3:9], predict the reactants needed to synthesize it. (2) Given the product [NH2:22][C:7]1[C:8]2[CH:15]=[N:14][N:13]([C:16]3[CH:17]=[CH:18][CH:19]=[CH:20][CH:21]=3)[C:9]=2[NH:10][C:11](=[O:12])[CH:6]=1, predict the reactants needed to synthesize it. The reactants are: C(OC([C:6]1[C:11](=[O:12])[NH:10][C:9]2[N:13]([C:16]3[CH:21]=[CH:20][CH:19]=[CH:18][CH:17]=3)[N:14]=[CH:15][C:8]=2[C:7]=1[NH2:22])=O)C.